Dataset: Reaction yield outcomes from USPTO patents with 853,638 reactions. Task: Predict the reaction yield, written as a fraction of the theoretical maximum amount of product (1.0 means a 100% yield; for example, 0.34 means a 34% yield). (1) The reactants are C(OC([N:8]1[CH2:13][CH2:12][N:11]([CH2:14][C:15]2[CH:20]=[CH:19][C:18]([C:21]3[NH:22][C:23](=[O:33])[C:24]4[C:29]([CH:30]=3)=[C:28]([C:31]#[CH:32])[CH:27]=[CH:26][CH:25]=4)=[CH:17][CH:16]=2)[CH2:10][CH2:9]1)=O)(C)(C)C.Cl.O1CCOCC1. The catalyst is C(Cl)Cl. The product is [C:31]([C:28]1[CH:27]=[CH:26][CH:25]=[C:24]2[C:29]=1[CH:30]=[C:21]([C:18]1[CH:19]=[CH:20][C:15]([CH2:14][N:11]3[CH2:10][CH2:9][NH:8][CH2:13][CH2:12]3)=[CH:16][CH:17]=1)[NH:22][C:23]2=[O:33])#[CH:32]. The yield is 0.340. (2) The reactants are [F:1][C:2]1[CH:20]=[C:19]([F:21])[CH:18]=[CH:17][C:3]=1[CH2:4][O:5][C:6]1[CH:11]=[C:10]([CH3:12])[N:9]([CH2:13][C:14]#[CH:15])[C:8](=[O:16])[CH:7]=1.FC1C=C(F)C=CC=1COC1C=C(C)NC(=O)C=1.C([Br:43])C#C. No catalyst specified. The product is [Br:43][C:7]1[C:8](=[O:16])[N:9]([CH2:13][C:14]#[CH:15])[C:10]([CH3:12])=[CH:11][C:6]=1[O:5][CH2:4][C:3]1[CH:17]=[CH:18][C:19]([F:21])=[CH:20][C:2]=1[F:1]. The yield is 0.440. (3) The reactants are [C:1]([O:5][C:6]([NH:8][CH2:9][C:10]1[C:11]([CH2:35][CH:36]([CH3:38])[CH3:37])=[N:12][C:13]([CH3:34])=[C:14]([C:26]=1[C:27]1[CH:32]=[CH:31][C:30]([CH3:33])=[CH:29][CH:28]=1)[C:15]([O:17][CH2:18][C:19]1[CH:24]=[CH:23][CH:22]=[CH:21][C:20]=1Br)=[O:16])=[O:7])([CH3:4])([CH3:3])[CH3:2].C(N(CC)CC)C. The catalyst is CO.CN(C)C=O.C(OCC)(=O)C.C1C=CC(P(C2C=CC=CC=2)[C-]2C=CC=C2)=CC=1.C1C=CC(P(C2C=CC=CC=2)[C-]2C=CC=C2)=CC=1.Cl[Pd]Cl.[Fe+2]. The product is [C:1]([O:5][C:6]([NH:8][CH2:9][C:10]1[C:11]([CH2:35][CH:36]([CH3:38])[CH3:37])=[N:12][C:13]([CH3:34])=[C:14]([C:26]=1[C:27]1[CH:32]=[CH:31][C:30]([CH3:33])=[CH:29][CH:28]=1)[C:15]([O:17][CH2:18][C:19]1[CH:24]=[CH:23][CH:22]=[CH:21][C:20]=1[C:6]([O:5][CH3:1])=[O:7])=[O:16])=[O:7])([CH3:4])([CH3:3])[CH3:2]. The yield is 0.740.